From a dataset of Forward reaction prediction with 1.9M reactions from USPTO patents (1976-2016). Predict the product of the given reaction. Given the reactants [Cl:1][C:2]1[CH:8]=[CH:7][CH:6]=[CH:5][C:3]=1[NH2:4].[CH3:9][CH:10]([C:16](=O)[CH3:17])[C:11](OCC)=[O:12], predict the reaction product. The product is: [Cl:1][C:2]1[CH:8]=[CH:7][CH:6]=[C:5]2[C:3]=1[N:4]=[C:16]([CH3:17])[C:10]([CH3:9])=[C:11]2[OH:12].